Dataset: NCI-60 drug combinations with 297,098 pairs across 59 cell lines. Task: Regression. Given two drug SMILES strings and cell line genomic features, predict the synergy score measuring deviation from expected non-interaction effect. (1) Drug 1: C1=CC(=CC=C1CCC2=CNC3=C2C(=O)NC(=N3)N)C(=O)NC(CCC(=O)O)C(=O)O. Drug 2: C1=C(C(=O)NC(=O)N1)N(CCCl)CCCl. Cell line: T-47D. Synergy scores: CSS=15.7, Synergy_ZIP=-6.21, Synergy_Bliss=-1.27, Synergy_Loewe=-0.372, Synergy_HSA=-0.0379. (2) Drug 1: CC(C)(C1=NC(=CC=C1)N2C3=NC(=NC=C3C(=O)N2CC=C)NC4=CC=C(C=C4)N5CCN(CC5)C)O. Drug 2: CCC1=C2N=C(C=C(N2N=C1)NCC3=C[N+](=CC=C3)[O-])N4CCCCC4CCO. Cell line: HT29. Synergy scores: CSS=65.0, Synergy_ZIP=3.87, Synergy_Bliss=5.16, Synergy_Loewe=-1.01, Synergy_HSA=6.04. (3) Drug 1: CCCS(=O)(=O)NC1=C(C(=C(C=C1)F)C(=O)C2=CNC3=C2C=C(C=N3)C4=CC=C(C=C4)Cl)F. Drug 2: CCC1(C2=C(COC1=O)C(=O)N3CC4=CC5=C(C=CC(=C5CN(C)C)O)N=C4C3=C2)O.Cl. Cell line: MCF7. Synergy scores: CSS=17.3, Synergy_ZIP=-4.22, Synergy_Bliss=4.80, Synergy_Loewe=2.02, Synergy_HSA=2.22. (4) Drug 1: CC1=C(N=C(N=C1N)C(CC(=O)N)NCC(C(=O)N)N)C(=O)NC(C(C2=CN=CN2)OC3C(C(C(C(O3)CO)O)O)OC4C(C(C(C(O4)CO)O)OC(=O)N)O)C(=O)NC(C)C(C(C)C(=O)NC(C(C)O)C(=O)NCCC5=NC(=CS5)C6=NC(=CS6)C(=O)NCCC[S+](C)C)O. Drug 2: C1CCC(C(C1)N)N.C(=O)(C(=O)[O-])[O-].[Pt+4]. Cell line: DU-145. Synergy scores: CSS=48.5, Synergy_ZIP=0.500, Synergy_Bliss=3.13, Synergy_Loewe=6.51, Synergy_HSA=8.94.